From a dataset of Peptide-MHC class I binding affinity with 185,985 pairs from IEDB/IMGT. Regression. Given a peptide amino acid sequence and an MHC pseudo amino acid sequence, predict their binding affinity value. This is MHC class I binding data. (1) The peptide sequence is KQIANQFNK. The MHC is HLA-A03:01 with pseudo-sequence HLA-A03:01. The binding affinity (normalized) is 0.568. (2) The binding affinity (normalized) is 0.878. The peptide sequence is RYPAIAGGI. The MHC is HLA-A24:03 with pseudo-sequence HLA-A24:03. (3) The peptide sequence is AVFDRKSDAK. The MHC is HLA-B45:01 with pseudo-sequence HLA-B45:01. The binding affinity (normalized) is 0. (4) The peptide sequence is WQQWDRQSL. The MHC is HLA-A02:16 with pseudo-sequence HLA-A02:16. The binding affinity (normalized) is 0.0847. (5) The peptide sequence is YATQTVGPW. The MHC is HLA-B58:01 with pseudo-sequence HLA-B58:01. The binding affinity (normalized) is 0.739. (6) The peptide sequence is CQCTVQEFI. The MHC is HLA-A30:02 with pseudo-sequence HLA-A30:02. The binding affinity (normalized) is 0. (7) The binding affinity (normalized) is 0.139. The MHC is HLA-B57:01 with pseudo-sequence HLA-B57:01. The peptide sequence is AVINTTCNY.